This data is from NCI-60 drug combinations with 297,098 pairs across 59 cell lines. The task is: Regression. Given two drug SMILES strings and cell line genomic features, predict the synergy score measuring deviation from expected non-interaction effect. Drug 1: C1CCC(C1)C(CC#N)N2C=C(C=N2)C3=C4C=CNC4=NC=N3. Drug 2: CC1OCC2C(O1)C(C(C(O2)OC3C4COC(=O)C4C(C5=CC6=C(C=C35)OCO6)C7=CC(=C(C(=C7)OC)O)OC)O)O. Cell line: CCRF-CEM. Synergy scores: CSS=50.7, Synergy_ZIP=-0.0588, Synergy_Bliss=0.0213, Synergy_Loewe=-28.9, Synergy_HSA=-0.649.